Task: Predict the product of the given reaction.. Dataset: Forward reaction prediction with 1.9M reactions from USPTO patents (1976-2016) Given the reactants CN(C=O)C.[Br:6][CH2:7][C@@H:8]1[O:10][C@:9]1([CH2:12][CH2:13][CH2:14][C:15]([CH3:18])([OH:17])[CH3:16])[CH3:11].N1C=CN=C1.Cl[Si:25]([CH2:30][CH3:31])([CH2:28][CH3:29])[CH2:26][CH3:27], predict the reaction product. The product is: [Br:6][CH2:7][C@@H:8]1[O:10][C@:9]1([CH2:12][CH2:13][CH2:14][C:15]([O:17][Si:25]([CH2:30][CH3:31])([CH2:28][CH3:29])[CH2:26][CH3:27])([CH3:18])[CH3:16])[CH3:11].